This data is from Peptide-MHC class I binding affinity with 185,985 pairs from IEDB/IMGT. The task is: Regression. Given a peptide amino acid sequence and an MHC pseudo amino acid sequence, predict their binding affinity value. This is MHC class I binding data. (1) The peptide sequence is RVKEKYQHL. The MHC is HLA-B53:01 with pseudo-sequence HLA-B53:01. The binding affinity (normalized) is 0. (2) The binding affinity (normalized) is 0.439. The peptide sequence is KTRLFRSPQV. The MHC is HLA-A02:06 with pseudo-sequence HLA-A02:06. (3) The peptide sequence is LPRERFRKT. The MHC is HLA-A68:02 with pseudo-sequence HLA-A68:02. The binding affinity (normalized) is 0.0847. (4) The peptide sequence is YPIVIAPAM. The MHC is HLA-B35:01 with pseudo-sequence HLA-B35:01. The binding affinity (normalized) is 1.00. (5) The peptide sequence is LLGQNTPAI. The MHC is HLA-A02:01 with pseudo-sequence HLA-A02:01. The binding affinity (normalized) is 0.561.